Task: Predict the reaction yield, written as a fraction of the theoretical maximum amount of product (1.0 means a 100% yield; for example, 0.34 means a 34% yield).. Dataset: Reaction yield outcomes from USPTO patents with 853,638 reactions (1) The reactants are Br[CH2:2]C1C=CC(F)=CC=1.Br.Br[CH2:12][C:13]1[CH:14]=[N:15][CH:16]=[CH:17][CH:18]=1.[O:19]=[C:20]1[NH:24][CH2:23][CH2:22][N:21]1[C:25]1[CH:26]=[C:27]([CH:31]=[CH:32][N:33]=1)[C:28]([O-:30])=[O:29]. No catalyst specified. The product is [O:19]=[C:20]1[N:24]([CH2:12][C:13]2[CH:14]=[N:15][CH:16]=[CH:17][CH:18]=2)[CH2:23][CH2:22][N:21]1[C:25]1[CH:26]=[C:27]([CH:31]=[CH:32][N:33]=1)[C:28]([O:30][CH3:2])=[O:29]. The yield is 0.470. (2) The reactants are [Cl:1][C:2]1[CH:7]=[CH:6][C:5]([C@H:8]([CH2:24][C:25]2[CH:30]=[CH:29][C:28]([F:31])=[CH:27][CH:26]=2)[CH2:9][C:10]([N:12]2[C@@H:16]([C:17]3[CH:22]=[CH:21][CH:20]=[CH:19][CH:18]=3)[CH2:15][O:14][C:13]2=[O:23])=[O:11])=[CH:4][CH:3]=1.C[Si]([N-][Si](C)(C)C)(C)C.[Na+].CC(C1C=C(C(C)C)C(S([N:57]=[N+:58]=[N-:59])(=O)=O)=C(C(C)C)C=1)C.C(O)(=O)C. The catalyst is C1COCC1.C([O-])(=O)C.C[N+](C)(C)C. The product is [N:57]([C@H:9]([C@@H:8]([C:5]1[CH:4]=[CH:3][C:2]([Cl:1])=[CH:7][CH:6]=1)[CH2:24][C:25]1[CH:26]=[CH:27][C:28]([F:31])=[CH:29][CH:30]=1)[C:10]([N:12]1[C@@H:16]([C:17]2[CH:22]=[CH:21][CH:20]=[CH:19][CH:18]=2)[CH2:15][O:14][C:13]1=[O:23])=[O:11])=[N+:58]=[N-:59]. The yield is 0.710.